Dataset: NCI-60 drug combinations with 297,098 pairs across 59 cell lines. Task: Regression. Given two drug SMILES strings and cell line genomic features, predict the synergy score measuring deviation from expected non-interaction effect. (1) Drug 1: CCCCCOC(=O)NC1=NC(=O)N(C=C1F)C2C(C(C(O2)C)O)O. Drug 2: CC12CCC3C(C1CCC2O)C(CC4=C3C=CC(=C4)O)CCCCCCCCCS(=O)CCCC(C(F)(F)F)(F)F. Cell line: MALME-3M. Synergy scores: CSS=-5.18, Synergy_ZIP=2.74, Synergy_Bliss=3.64, Synergy_Loewe=-2.99, Synergy_HSA=-1.93. (2) Drug 1: CNC(=O)C1=CC=CC=C1SC2=CC3=C(C=C2)C(=NN3)C=CC4=CC=CC=N4. Drug 2: CS(=O)(=O)C1=CC(=C(C=C1)C(=O)NC2=CC(=C(C=C2)Cl)C3=CC=CC=N3)Cl. Cell line: HT29. Synergy scores: CSS=9.02, Synergy_ZIP=-0.402, Synergy_Bliss=4.30, Synergy_Loewe=-0.431, Synergy_HSA=0.318.